This data is from Full USPTO retrosynthesis dataset with 1.9M reactions from patents (1976-2016). The task is: Predict the reactants needed to synthesize the given product. (1) Given the product [CH3:21][O:20][C:18](=[O:19])[C@H:17]([N:16]([CH2:7][C:8]1[CH:13]=[CH:12][CH:11]=[CH:10][CH:9]=1)[CH2:7][C:8]1[CH:13]=[CH:12][CH:11]=[CH:10][CH:9]=1)[CH3:22], predict the reactants needed to synthesize it. The reactants are: C(=O)([O-])[O-].[K+].[K+].[CH2:7](Br)[C:8]1[CH:13]=[CH:12][CH:11]=[CH:10][CH:9]=1.Cl.[NH2:16][C@H:17]([CH3:22])[C:18]([O:20][CH3:21])=[O:19]. (2) The reactants are: [F:1][C:2]1[C:3]([CH2:24][N:25](C)[C:26](=O)OC(C)(C)C)=[CH:4][N:5]([S:14]([C:17]2[O:18][C:19]([CH2:22][OH:23])=[CH:20][CH:21]=2)(=[O:16])=[O:15])[C:6]=1[C:7]1[C:8]([F:13])=[N:9][CH:10]=[CH:11][CH:12]=1.C(OCC)(=O)C.Cl. Given the product [F:1][C:2]1[C:3]([CH2:24][NH:25][CH3:26])=[CH:4][N:5]([S:14]([C:17]2[O:18][C:19]([CH2:22][OH:23])=[CH:20][CH:21]=2)(=[O:16])=[O:15])[C:6]=1[C:7]1[C:8]([F:13])=[N:9][CH:10]=[CH:11][CH:12]=1, predict the reactants needed to synthesize it. (3) Given the product [ClH:16].[CH2:11]1[C:10]2([CH:13]([OH:15])[CH2:14][NH:8][CH2:9]2)[CH2:12]1, predict the reactants needed to synthesize it. The reactants are: C1(C[N:8]2[CH2:14][CH:13]([OH:15])[C:10]3([CH2:12][CH2:11]3)[CH2:9]2)C=CC=CC=1.[ClH:16].